This data is from Catalyst prediction with 721,799 reactions and 888 catalyst types from USPTO. The task is: Predict which catalyst facilitates the given reaction. (1) Product: [Cl:10][C:11]1[CH:12]=[CH:13][C:14]([CH2:15][NH:16][C:17]([C:19]2[C:20](=[O:30])[C:21]3[CH:27]=[C:26]([CH2:28][OH:29])[S:25][C:22]=3[N:23]([CH2:8][CH3:9])[CH:24]=2)=[O:18])=[CH:31][CH:32]=1. Reactant: C(=O)([O-])[O-].[K+].[K+].I[CH2:8][CH3:9].[Cl:10][C:11]1[CH:32]=[CH:31][C:14]([CH2:15][NH:16][C:17]([C:19]2[C:20]([OH:30])=[C:21]3[CH:27]=[C:26]([CH2:28][OH:29])[S:25][C:22]3=[N:23][CH:24]=2)=[O:18])=[CH:13][CH:12]=1. The catalyst class is: 18. (2) Reactant: [Br:1][C:2]1[CH:3]=[CH:4][C:5]([N:8]2[CH:12]=[C:11]([CH2:13][CH2:14][CH2:15][OH:16])[C:10]([CH:17]([CH3:19])[CH3:18])=[N:9]2)=[N:6][CH:7]=1.O[C:21]1[C:26]([O:27][CH3:28])=[CH:25][CH:24]=[CH:23][C:22]=1[CH2:29][C:30]([O:32]C)=[O:31].C(P(CCCC)CCCC)CCC.N(C(N1CCCCC1)=O)=NC(N1CCCCC1)=O. Product: [Br:1][C:2]1[CH:3]=[CH:4][C:5]([N:8]2[CH:12]=[C:11]([CH2:13][CH2:14][CH2:15][O:16][C:21]3[C:26]([O:27][CH3:28])=[CH:25][CH:24]=[CH:23][C:22]=3[CH2:29][C:30]([OH:32])=[O:31])[C:10]([CH:17]([CH3:19])[CH3:18])=[N:9]2)=[N:6][CH:7]=1. The catalyst class is: 7. (3) Reactant: [OH:1][CH2:2][CH:3]1[CH2:9][CH2:8][S:7][C:6]2[CH:10]=[CH:11][CH:12]=[CH:13][C:5]=2[C:4]1=[O:14].C(N(CC)CC)C.[CH2:22]([N:27]=[C:28]=[O:29])[CH2:23][CH2:24][CH2:25][CH3:26]. Product: [O:14]=[C:4]1[CH:3]([CH2:2][O:1][C:28](=[O:29])[NH:27][CH2:22][CH2:23][CH2:24][CH2:25][CH3:26])[CH2:9][CH2:8][S:7][C:6]2[CH:10]=[CH:11][CH:12]=[CH:13][C:5]1=2. The catalyst class is: 7. (4) Reactant: FC(F)(F)S(O[C:7]1[CH2:8][CH2:9][CH:10]([C:13]2[CH:18]=[CH:17][C:16]([CH2:19][CH2:20][CH3:21])=[CH:15][CH:14]=2)[CH2:11][CH:12]=1)(=O)=O.[CH3:24][C:25]1([CH3:41])[C:29]([CH3:31])([CH3:30])[O:28][B:27]([B:27]2[O:28][C:29]([CH3:31])([CH3:30])[C:25]([CH3:41])([CH3:24])[O:26]2)[O:26]1.C([O-])(=O)C.[K+]. Product: [CH3:24][C:25]1([CH3:41])[C:29]([CH3:31])([CH3:30])[O:28][B:27]([C:7]2[CH2:8][CH2:9][CH:10]([C:13]3[CH:18]=[CH:17][C:16]([CH2:19][CH2:20][CH3:21])=[CH:15][CH:14]=3)[CH2:11][CH:12]=2)[O:26]1. The catalyst class is: 117. (5) The catalyst class is: 590. Product: [N:16]1[CH:21]=[CH:20][C:19]([C:22]2[N:24]=[C:8]([C:9]([OH:11])=[O:10])[C:3]3[C:2](=[CH:7][CH:6]=[CH:5][CH:4]=3)[N:23]=2)=[N:18][CH:17]=1. Reactant: Br[C:2]1[CH:7]=[CH:6][CH:5]=[CH:4][C:3]=1[C:8](=O)[C:9]([O:11]CC)=[O:10].Cl.[N:16]1[CH:21]=[CH:20][C:19]([C:22](=[NH:24])[NH2:23])=[N:18][CH:17]=1.C([O-])([O-])=O.[Cs+].[Cs+].N1CCC[C@H]1C(O)=O. (6) Reactant: [C:1]([O:5][C:6]([N:8]1[CH2:12][CH2:11][C@H:10]([N:13]([C:18]2[CH:23]=[CH:22][C:21]([F:24])=[C:20]([Cl:25])[CH:19]=2)[CH2:14][CH2:15][CH2:16]Cl)[CH2:9]1)=[O:7])([CH3:4])([CH3:3])[CH3:2].[CH3:26][NH:27][CH3:28].[I-].[Na+].O. Product: [C:1]([O:5][C:6]([N:8]1[CH2:12][CH2:11][C@H:10]([N:13]([C:18]2[CH:23]=[CH:22][C:21]([F:24])=[C:20]([Cl:25])[CH:19]=2)[CH2:14][CH2:15][CH2:16][N:27]([CH3:28])[CH3:26])[CH2:9]1)=[O:7])([CH3:2])([CH3:4])[CH3:3]. The catalyst class is: 39. (7) Reactant: Cl[C:2]1[N:7]=[C:6]([C:8]([F:11])([F:10])[F:9])[CH:5]=[CH:4][N:3]=1.S(O)(C1C=CC(C)=CC=1)(=O)=O.O.[N:24]1([C:30]2[CH:31]=[C:32]([NH2:42])[CH:33]=[C:34]([C:36]3[CH:41]=[CH:40][CH:39]=[CH:38][CH:37]=3)[CH:35]=2)[CH2:29][CH2:28][O:27][CH2:26][CH2:25]1. Product: [N:24]1([C:30]2[CH:31]=[C:32]([NH:42][C:2]3[N:7]=[C:6]([C:8]([F:11])([F:10])[F:9])[CH:5]=[CH:4][N:3]=3)[CH:33]=[C:34]([C:36]3[CH:41]=[CH:40][CH:39]=[CH:38][CH:37]=3)[CH:35]=2)[CH2:25][CH2:26][O:27][CH2:28][CH2:29]1. The catalyst class is: 155. (8) Reactant: C(Cl)(=O)C.CO.[NH2:7][C:8]1[O:9][C:10]2[CH:16]=[CH:15][C:14]([C:17]3[N:18]=[C:19]4[C:24](=[CH:25][CH:26]=3)[N:23]=[CH:22][C:21]([N:27]3[CH2:32][CH2:31][N:30]([C:33](=[O:45])[C:34]([NH:37]C(=O)OC(C)(C)C)([CH3:36])[CH3:35])[CH2:29][CH2:28]3)=[CH:20]4)=[CH:13][C:11]=2[N:12]=1.C([O-])([O-])=O.[Na+].[Na+]. Product: [NH2:37][C:34]([CH3:36])([CH3:35])[C:33]([N:30]1[CH2:31][CH2:32][N:27]([C:21]2[CH:22]=[N:23][C:24]3[C:19]([CH:20]=2)=[N:18][C:17]([C:14]2[CH:15]=[CH:16][C:10]4[O:9][C:8]([NH2:7])=[N:12][C:11]=4[CH:13]=2)=[CH:26][CH:25]=3)[CH2:28][CH2:29]1)=[O:45]. The catalyst class is: 6. (9) Reactant: [F:1][C:2]([F:20])([F:19])[C:3](=O)[CH2:4][C:5]([C:7]1[CH:17]=[CH:16][C:10]2[O:11][CH2:12][C:13](=[O:15])[NH:14][C:9]=2[CH:8]=1)=O.[Cl:21][C:22]1[CH:27]=[CH:26][CH:25]=[C:24]([CH3:28])[C:23]=1[NH:29][NH2:30]. Product: [Cl:21][C:22]1[CH:27]=[CH:26][CH:25]=[C:24]([CH3:28])[C:23]=1[N:29]1[C:5]([C:7]2[CH:17]=[CH:16][C:10]3[O:11][CH2:12][C:13](=[O:15])[NH:14][C:9]=3[CH:8]=2)=[CH:4][C:3]([C:2]([F:20])([F:19])[F:1])=[N:30]1. The catalyst class is: 66. (10) Reactant: Br[CH2:2][C:3]1[CH:8]=[CH:7][CH:6]=[C:5]([Cl:9])[C:4]=1[Cl:10].[C:11]([CH2:13][C:14]([O:16][CH2:17][CH3:18])=[O:15])#[N:12].C([O-])([O-])=O.[K+].[K+].Cl. Product: [C:11]([CH:13]([CH2:2][C:3]1[CH:8]=[CH:7][CH:6]=[C:5]([Cl:9])[C:4]=1[Cl:10])[C:14]([O:16][CH2:17][CH3:18])=[O:15])#[N:12]. The catalyst class is: 20.